This data is from Forward reaction prediction with 1.9M reactions from USPTO patents (1976-2016). The task is: Predict the product of the given reaction. Given the reactants [N:1]1([C:7]2[CH:8]=[CH:9][C:10]3[N:11]([C:13]([C:16]([F:19])([F:18])[F:17])=[N:14][N:15]=3)[N:12]=2)[CH2:6][CH2:5][NH:4][CH2:3][CH2:2]1.[O:20]1[C:25]2[CH:26]=[CH:27][CH:28]=[C:29]([CH:30]=O)[C:24]=2[O:23][CH2:22][CH2:21]1, predict the reaction product. The product is: [O:20]1[C:25]2[CH:26]=[CH:27][CH:28]=[C:29]([CH2:30][N:4]3[CH2:3][CH2:2][N:1]([C:7]4[CH:8]=[CH:9][C:10]5[N:11]([C:13]([C:16]([F:17])([F:18])[F:19])=[N:14][N:15]=5)[N:12]=4)[CH2:6][CH2:5]3)[C:24]=2[O:23][CH2:22][CH2:21]1.